This data is from Reaction yield outcomes from USPTO patents with 853,638 reactions. The task is: Predict the reaction yield, written as a fraction of the theoretical maximum amount of product (1.0 means a 100% yield; for example, 0.34 means a 34% yield). (1) The reactants are [OH:1][CH2:2][CH:3]([CH2:5][OH:6])[OH:4].[C:7]([OH:18])(=O)[CH2:8][CH2:9][CH2:10][CH2:11][CH2:12][CH2:13][CH2:14][CH2:15][CH3:16]. The catalyst is [Pd]. The product is [CH2:7]([O:1][CH2:2][CH:3]([CH2:5][OH:6])[OH:4])[CH2:8][CH2:9][CH2:10][CH2:11][CH2:12][CH2:13][CH2:14][CH2:15][CH3:16].[CH3:2][CH2:3][O:18][CH2:7][CH3:8]. The yield is 0.460. (2) The reactants are [Br:1][C:2]1[C:3]([NH:8][NH2:9])=[N:4][CH:5]=[CH:6][CH:7]=1.[C:10](N1C=CN=C1)(N1C=CN=C1)=[O:11]. The catalyst is C1COCC1.O.CCOC(C)=O. The product is [Br:1][C:2]1[C:3]2[N:4]([C:10](=[O:11])[NH:9][N:8]=2)[CH:5]=[CH:6][CH:7]=1. The yield is 0.350. (3) The reactants are Cl[C:2]1[N:7]=[CH:6][C:5]([S:8]([N:11]([CH3:13])[CH3:12])(=[O:10])=[O:9])=[CH:4][CH:3]=1.CCN(C(C)C)C(C)C.[CH3:23][NH:24][C@@H:25]1[CH2:29][CH2:28][N:27]([C:30]2[C:31]3[CH:38]=[CH:37][N:36]([CH2:39][O:40][CH2:41][CH2:42][Si:43]([CH3:46])([CH3:45])[CH3:44])[C:32]=3[N:33]=[CH:34][N:35]=2)[CH2:26]1. The catalyst is CN1C(=O)CCC1.CCOC(C)=O. The product is [CH3:12][N:11]([CH3:13])[S:8]([C:5]1[CH:6]=[N:7][C:2]([N:24]([CH3:23])[C@@H:25]2[CH2:29][CH2:28][N:27]([C:30]3[C:31]4[CH:38]=[CH:37][N:36]([CH2:39][O:40][CH2:41][CH2:42][Si:43]([CH3:46])([CH3:45])[CH3:44])[C:32]=4[N:33]=[CH:34][N:35]=3)[CH2:26]2)=[CH:3][CH:4]=1)(=[O:10])=[O:9]. The yield is 0.0800. (4) The reactants are S(Cl)(Cl)=O.[Cl:5][C:6]1[C:14]([Cl:15])=[CH:13][CH:12]=[CH:11][C:7]=1[C:8]([OH:10])=O.[Al+3].[Cl-].[Cl-].[Cl-].[CH:20]1C=CC=C[CH:21]=1. The catalyst is ClC(Cl)C. The product is [Cl:15][C:14]1[C:6]([Cl:5])=[C:7]2[C:11]([CH2:20][CH2:21][C:8]2=[O:10])=[CH:12][CH:13]=1. The yield is 0.800. (5) The reactants are C[O:2][C:3](=[O:32])[CH2:4][O:5][C:6]1[CH:14]=[C:13]2[CH2:15][CH2:16][CH2:17][CH2:18][C:12]2=[C:11]2[C:7]=1[C:8]([C:27](=[O:31])[C:28]([NH2:30])=[O:29])=[C:9]([CH3:26])[N:10]2[CH2:19][C:20]1[CH:25]=[CH:24][CH:23]=[CH:22][CH:21]=1.[OH-].[Li+]. The catalyst is CO.O. The product is [NH2:30][C:28](=[O:29])[C:27]([C:8]1[C:7]2[C:11](=[C:12]3[CH2:18][CH2:17][CH2:16][CH2:15][C:13]3=[CH:14][C:6]=2[O:5][CH2:4][C:3]([OH:32])=[O:2])[N:10]([CH2:19][C:20]2[CH:25]=[CH:24][CH:23]=[CH:22][CH:21]=2)[C:9]=1[CH3:26])=[O:31]. The yield is 0.960. (6) The reactants are C[C:2]1[C:12](=[O:13])[C:11]2[CH:10]=[CH:9][CH:8]=[CH:7][C:6]=2[C:4](=[O:5])[CH:3]=1.[Cl:14][C:15]1[CH:20]=[CH:19][C:18]([CH2:21][C:22](O)=O)=[CH:17][CH:16]=1. No catalyst specified. The product is [CH3:2][C:3]1[C:4](=[O:5])[CH:6]2[CH:11]([C:12](=[O:13])[C:22]=1[CH2:21][C:18]1[CH:17]=[CH:16][C:15]([Cl:14])=[CH:20][CH:19]=1)[CH:10]=[CH:9][CH:8]=[CH:7]2. The yield is 0.750. (7) The reactants are [C:1]1([P:7]([CH2:14][S:15]C(=O)C)[C:8]2[CH:13]=[CH:12][CH:11]=[CH:10][CH:9]=2)[CH:6]=[CH:5][CH:4]=[CH:3][CH:2]=1.[OH-].[Na+]. The catalyst is CO. The product is [C:1]1([P:7]([CH2:14][SH:15])[C:8]2[CH:13]=[CH:12][CH:11]=[CH:10][CH:9]=2)[CH:2]=[CH:3][CH:4]=[CH:5][CH:6]=1. The yield is 0.940.